From a dataset of NCI-60 drug combinations with 297,098 pairs across 59 cell lines. Regression. Given two drug SMILES strings and cell line genomic features, predict the synergy score measuring deviation from expected non-interaction effect. (1) Drug 1: C1=NC2=C(N1)C(=S)N=C(N2)N. Drug 2: CN1C(=O)N2C=NC(=C2N=N1)C(=O)N. Cell line: PC-3. Synergy scores: CSS=17.4, Synergy_ZIP=-9.58, Synergy_Bliss=-2.27, Synergy_Loewe=-27.0, Synergy_HSA=-3.01. (2) Drug 1: CC=C1C(=O)NC(C(=O)OC2CC(=O)NC(C(=O)NC(CSSCCC=C2)C(=O)N1)C(C)C)C(C)C. Drug 2: C1=CC=C(C=C1)NC(=O)CCCCCCC(=O)NO. Cell line: NCI-H522. Synergy scores: CSS=52.7, Synergy_ZIP=-1.33, Synergy_Bliss=0.204, Synergy_Loewe=-12.3, Synergy_HSA=2.04.